Dataset: Experimentally validated miRNA-target interactions with 360,000+ pairs, plus equal number of negative samples. Task: Binary Classification. Given a miRNA mature sequence and a target amino acid sequence, predict their likelihood of interaction. (1) The miRNA is mmu-miR-214-3p with sequence ACAGCAGGCACAGACAGGCAGU. The protein sequence of the target gene is MAFQKAVKGTILVGGGALATVLGLSQFAHYRRKQMNLAYVKAADCISEPVNREPPSREAQLLTLQNTSEFDILVIGGGATGSGCALDAVTRGLKTALVERDDFSSGTSSRSTKLIHGGVRYLQKAIMKLDIEQYRMVKEALHERANLLEIAPHLSAPLPIMLPVYKWWQLPYYWVGIKLYDLVAGSNCLKSSYVLSKSRALEHFPMLQKDKLVGAIVYYDGQHNDARMNLAIALTAARYGAATANYMEVVSLLKKTDPQTGKVRVSGARCKDVLTGQEFDVRAKCVINATGPFTDSVRKM.... Result: 0 (no interaction). (2) The miRNA is hsa-miR-326 with sequence CCUCUGGGCCCUUCCUCCAG. The protein sequence of the target gene is MATLNSASTTGTTPSPGHNAPSLPSDTFSSSTPSDPVTKDPPAASSTSENMRSSEPGGQLLESGCGLVPPKEIGEPQEGPDCGHFPPNDPGVEKDKEQEEEEEGLPPMDLSNHLFFTAGGEAYLVAKLSLPGGSELLLPKGFPWGEAGIKEEPSLPFLAYPPPSHLTALHIQHGFDPIQGFSSSDQILSHDTSAPSPAACEERHGAFWSYQLAPNPPGDPKDGPMGNSGGNHVAVFWLCLLCRLGFSKPQAFMDHTQSHGVKLTPAQYQGLSGSPAVLQEGDEGCKALISFLEPKLPARP.... Result: 0 (no interaction). (3) The miRNA is hsa-miR-744-3p with sequence CUGUUGCCACUAACCUCAACCU. The protein sequence of the target gene is MRSRWIWRFLRPDGGGIRWTSTPHGRLSPALRRGFLTTTTKSDYDRRPVDITPLEQRKLTFDTHALVQDLETHGFDKTQAQTIVSVLSTLSNVSLDTIYKEMVTKAQQEITVQQLMAHLDSIRKDMVILEKSEFANLRAENEKMKIELDQVKQQLTNETSRIRADNKLDINLERSRVTDMFTDQEKQLIEATNEFAKKDTQTKSIISETSNKIDTEIASLKTLMESSKLETIRYLAASVFTCLAIALGFYRFWKEN. Result: 0 (no interaction). (4) The miRNA is mmu-miR-212-5p with sequence ACCUUGGCUCUAGACUGCUUACU. The protein sequence of the target gene is MSRRKQSNPRQIKRSLGDMEAREEVQLVGASHMEQKATAPEAPSPPSADVNSPPPLPPPTSPGGPKELEGQEPEPRPTEEEPGSPWSGPDELEPVVQDGQRRIRARLSLATGLSWGPFHGSVQTRASSPRQAEPSPALTLLLVDEACWLRTLPQALTEAEANTEIHRKDDALWCRVTKPVPAGGLLSVLLTAEPHSTPGHPVKKEPAEPTCPAPAHDLQLLPQQAGMASILATAVINKDVFPCKDCGIWYRSERNLQAHLLYYCASRQGTGSPAAAATDEKPKETYPNERVCPFPQCRKS.... Result: 0 (no interaction).